This data is from NCI-60 drug combinations with 297,098 pairs across 59 cell lines. The task is: Regression. Given two drug SMILES strings and cell line genomic features, predict the synergy score measuring deviation from expected non-interaction effect. Drug 1: C1=CC(=CC=C1C#N)C(C2=CC=C(C=C2)C#N)N3C=NC=N3. Synergy scores: CSS=10.0, Synergy_ZIP=-6.04, Synergy_Bliss=1.24, Synergy_Loewe=-2.61, Synergy_HSA=-1.34. Drug 2: N.N.Cl[Pt+2]Cl. Cell line: SNB-75.